Predict the product of the given reaction. From a dataset of Forward reaction prediction with 1.9M reactions from USPTO patents (1976-2016). (1) Given the reactants Br.[Cl:2][C:3]1[CH:8]=[CH:7][C:6]([C:9]2[N:10]=[C:11]3[CH:16]=[CH:15][C:14]([C:17]([O:19]C)=[O:18])=[CH:13][N:12]3[C:21]=2[CH2:22][OH:23])=[CH:5][CH:4]=1.[OH-].[Na+:25], predict the reaction product. The product is: [Cl:2][C:3]1[CH:4]=[CH:5][C:6]([C:9]2[N:10]=[C:11]3[CH:16]=[CH:15][C:14]([C:17]([O-:19])=[O:18])=[CH:13][N:12]3[C:21]=2[CH2:22][OH:23])=[CH:7][CH:8]=1.[Na+:25]. (2) Given the reactants [F:1][C:2]([F:19])([F:18])[C:3]([C:9]1[CH:10]=[C:11](B(O)O)[CH:12]=[N:13][CH:14]=1)([OH:8])[C:4]([F:7])([F:6])[F:5].Br[C:21]1[CH:22]=[C:23]2[C:28](=[CH:29][CH:30]=1)[N:27]1[CH:31]=[N:32][N:33]=[C:26]1[CH2:25][CH2:24]2.C(=O)([O-])[O-].[K+].[K+], predict the reaction product. The product is: [CH:31]1[N:27]2[C:28]3[C:23]([CH2:24][CH2:25][C:26]2=[N:33][N:32]=1)=[CH:22][C:21]([C:11]1[CH:10]=[C:9]([C:3]([OH:8])([C:4]([F:7])([F:6])[F:5])[C:2]([F:19])([F:18])[F:1])[CH:14]=[N:13][CH:12]=1)=[CH:30][CH:29]=3. (3) Given the reactants [F:1][C:2]([F:17])([F:16])[C:3]1[CH:4]=[C:5]([CH:9]=[C:10]([C:12]([F:15])([F:14])[F:13])[CH:11]=1)[C:6](Cl)=[O:7].[C:18]1([C@H:24]2[C@@H:29]([C:30]3[CH:35]=[CH:34][CH:33]=[CH:32][CH:31]=3)[CH2:28][CH2:27][NH:26][CH2:25]2)[CH:23]=[CH:22][CH:21]=[CH:20][CH:19]=1, predict the reaction product. The product is: [F:1][C:2]([F:17])([F:16])[C:3]1[CH:4]=[C:5]([C:6]([N:26]2[CH2:27][CH2:28][C@H:29]([C:30]3[CH:35]=[CH:34][CH:33]=[CH:32][CH:31]=3)[C@H:24]([C:18]3[CH:23]=[CH:22][CH:21]=[CH:20][CH:19]=3)[CH2:25]2)=[O:7])[CH:9]=[C:10]([C:12]([F:15])([F:14])[F:13])[CH:11]=1. (4) Given the reactants [CH2:1]([C:3]1[C:8]([O:9][CH2:10][C:11]([O:13][C:14]([CH3:17])([CH3:16])[CH3:15])=[O:12])=[CH:7][N:6]=[C:5](S(C)(=O)=O)[N:4]=1)[CH3:2].[K+].[CH3:23][S:24]([NH-:27])(=[O:26])=[O:25], predict the reaction product. The product is: [CH2:1]([C:3]1[C:8]([O:9][CH2:10][C:11]([O:13][C:14]([CH3:15])([CH3:16])[CH3:17])=[O:12])=[CH:7][N:6]=[C:5]([NH:27][S:24]([CH3:23])(=[O:26])=[O:25])[N:4]=1)[CH3:2]. (5) Given the reactants [H-].[Na+].[F:3][C:4]([F:18])([F:17])[C:5]1[CH:10]=[CH:9][N:8]=[C:7]([C:11]2[NH:12][O:13][C:14](=[O:16])[N:15]=2)[CH:6]=1.[CH3:19][C:20]1[CH:21]=[C:22]([CH:28]=[CH:29][CH:30]=1)[C:23]([O:25][CH2:26]Cl)=[O:24].[Cl-].[NH4+], predict the reaction product. The product is: [CH3:19][C:20]1[CH:21]=[C:22]([CH:28]=[CH:29][CH:30]=1)[C:23]([O:25][CH2:26][N:15]1[C:14](=[O:16])[O:13][N:12]=[C:11]1[C:7]1[CH:6]=[C:5]([C:4]([F:3])([F:17])[F:18])[CH:10]=[CH:9][N:8]=1)=[O:24]. (6) Given the reactants [O:1]1[C@H:3]2[CH2:4][C@@H:5]3[C@@H:21]([C@@:22]4([CH3:28])[CH2:23][CH2:24][C@H:25]([OH:27])[CH2:26][C:2]124)[CH2:20][CH2:19][C@@:18]1([CH3:29])[C@H:6]3[CH2:7][CH2:8][C@@H:9]1[C@H:10]([CH3:17])[CH2:11][CH2:12][CH2:13][CH:14]([CH3:16])[CH3:15].[NH2:30][CH2:31][CH2:32][CH2:33][CH2:34][NH:35][CH2:36][CH2:37][CH2:38][NH2:39].C(O)CCC, predict the reaction product. The product is: [OH:1][C@:2]12[CH2:26][C@@H:25]([OH:27])[CH2:24][CH2:23][C@:22]1([CH3:28])[C@@H:21]1[C@H:5]([C@H:6]3[C@:18]([CH3:29])([CH2:19][CH2:20]1)[C@@H:9]([C@H:10]([CH3:17])[CH2:11][CH2:12][CH2:13][CH:14]([CH3:16])[CH3:15])[CH2:8][CH2:7]3)[CH2:4][C@H:3]2[NH:30][CH2:31][CH2:32][CH2:33][CH2:34][NH:35][CH2:36][CH2:37][CH2:38][NH2:39].